Task: Predict which catalyst facilitates the given reaction.. Dataset: Catalyst prediction with 721,799 reactions and 888 catalyst types from USPTO (1) The catalyst class is: 34. Reactant: [Br:1][C:2]1[CH:3]=[C:4]([CH:8]=[C:9]([C:11]([F:14])([F:13])[F:12])[CH:10]=1)[C:5]([OH:7])=[O:6].CN(C=O)C.C(Cl)(=O)C(Cl)=O.[CH3:26][C:27]([CH3:30])([O-])[CH3:28].[K+]. Product: [Br:1][C:2]1[CH:3]=[C:4]([CH:8]=[C:9]([C:11]([F:12])([F:13])[F:14])[CH:10]=1)[C:5]([O:7][C:27]([CH3:30])([CH3:28])[CH3:26])=[O:6]. (2) The catalyst class is: 6. Reactant: [Cl:1][C:2]1[CH:3]=[C:4]([CH:12]=[CH:13][C:14]=1[Cl:15])[CH2:5][NH:6][C:7]([CH3:11])([CH3:10])[CH2:8][OH:9].S(=O)(=O)(O)O. Product: [Cl:1][C:2]1[CH:3]=[C:4]([CH:12]=[CH:13][C:14]=1[Cl:15])[CH2:5][N:6]1[C:7]([CH3:11])([CH3:10])[CH2:8][O:9][CH:4]([CH2:5][NH2:6])[CH2:3]1. (3) Reactant: [CH3:1][C:2]([C:4]1[CH:27]=[CH:26][C:7]([CH2:8][NH:9][C:10](=[O:25])[CH2:11][CH2:12][C:13]2[CH:18]=[CH:17][C:16]([O:19][CH2:20][C:21]#[CH:22])=[C:15]([O:23][CH3:24])[CH:14]=2)=[CH:6][CH:5]=1)=O.Cl.CO[O:31][NH2:32].N1C=CC=C[CH:34]=1.C(O)C. Product: [CH3:34][O:31][N:32]=[C:2]([C:4]1[CH:27]=[CH:26][C:7]([CH2:8][NH:9][C:10](=[O:25])[CH2:11][CH2:12][C:13]2[CH:18]=[CH:17][C:16]([O:19][CH2:20][C:21]#[CH:22])=[C:15]([O:23][CH3:24])[CH:14]=2)=[CH:6][CH:5]=1)[CH3:1]. The catalyst class is: 6. (4) Reactant: [Br:1][C:2]1[S:6][C:5]([C:7]([C:9]2[CH:17]=[C:16]3[C:12]([CH:13]=[C:14]([C:18]4[CH:33]=[CH:32][C:21]([C:22]([O:24][CH2:25][C:26]5[CH:31]=[CH:30][CH:29]=[CH:28][CH:27]=5)=[O:23])=[CH:20][CH:19]=4)[NH:15]3)=[CH:11][CH:10]=2)=[O:8])=[CH:4][C:3]=1[CH2:34][C:35]([O:37][CH2:38][CH3:39])=[O:36].Br[CH2:41][CH2:42][CH2:43][CH2:44][N:45]1[C:49](=[O:50])[C:48]2=[CH:51][CH:52]=[CH:53][CH:54]=[C:47]2[C:46]1=[O:55].[F-].[Cs+]. Product: [Br:1][C:2]1[S:6][C:5]([C:7]([C:9]2[CH:17]=[C:16]3[C:12]([CH:13]=[C:14]([C:18]4[CH:33]=[CH:32][C:21]([C:22]([O:24][CH2:25][C:26]5[CH:31]=[CH:30][CH:29]=[CH:28][CH:27]=5)=[O:23])=[CH:20][CH:19]=4)[N:15]3[CH2:41][CH2:42][CH2:43][CH2:44][N:45]3[C:49](=[O:50])[C:48]4[C:47](=[CH:54][CH:53]=[CH:52][CH:51]=4)[C:46]3=[O:55])=[CH:11][CH:10]=2)=[O:8])=[CH:4][C:3]=1[CH2:34][C:35]([O:37][CH2:38][CH3:39])=[O:36]. The catalyst class is: 23. (5) The catalyst class is: 30. Product: [C:17]1([CH2:15][O:57][C:55]([NH:54][CH:9]([CH2:13][NH:14][C:15]([C:17]2[CH:18]=[C:19]3[C:23](=[CH:24][CH:25]=2)[N:22]([CH2:26][CH2:27][CH2:28][NH:29][C:30]2[N:31]([C:35]([C:48]4[CH:53]=[CH:52][CH:51]=[CH:50][CH:49]=4)([C:36]4[CH:41]=[CH:40][CH:39]=[CH:38][CH:37]=4)[C:42]4[CH:43]=[CH:44][CH:45]=[CH:46][CH:47]=4)[CH:32]=[CH:33][N:34]=2)[N:21]=[CH:20]3)=[O:16])[C:10]([OH:12])=[O:11])=[O:56])[CH:18]=[CH:19][CH:23]=[CH:24][CH:25]=1. Reactant: C1(CO[C:9]([N:54]=[C:55]=[O:56])([CH2:13][NH:14][C:15]([C:17]2[CH:18]=[C:19]3[C:23](=[CH:24][CH:25]=2)[N:22]([CH2:26][CH2:27][CH2:28][NH:29][C:30]2[N:31]([C:35]([C:48]4[CH:53]=[CH:52][CH:51]=[CH:50][CH:49]=4)([C:42]4[CH:47]=[CH:46][CH:45]=[CH:44][CH:43]=4)[C:36]4[CH:41]=[CH:40][CH:39]=[CH:38][CH:37]=4)[CH:32]=[CH:33][N:34]=2)[N:21]=[CH:20]3)=[O:16])[C:10]([O-:12])=[O:11])C=CC=CC=1.[OH2:57].[OH-].[Li+]. (6) Reactant: [Cl:1][CH2:2][C:3]([N:5]1[C@@H:12]([C:13]#[C:14][CH3:15])[CH2:11][CH2:10][C@H:6]1[C:7]([NH2:9])=O)=[O:4].N1C=CN=C1.O=P(Cl)(Cl)Cl. Product: [Cl:1][CH2:2][C:3]([N:5]1[C@@H:12]([C:13]#[C:14][CH3:15])[CH2:11][CH2:10][C@H:6]1[C:7]#[N:9])=[O:4]. The catalyst class is: 17. (7) Reactant: [C:1]([O:5][C:6]([N:8]1[CH2:13][CH2:12][O:11][C@@H:10]2[CH2:14][C:15]3[C:20]([CH2:21][C@@H:9]12)=[CH:19][CH:18]=[C:17]([OH:22])[C:16]=3[OH:23])=[O:7])([CH3:4])([CH3:3])[CH3:2].[C:24]([O-])([O-])=O.[Cs+].[Cs+]. Product: [C:1]([O:5][C:6]([N:8]1[CH2:13][CH2:12][O:11][C@H:10]2[C@H:9]1[CH2:21][C:20]1[C:15]([CH2:14]2)=[C:16]2[O:23][CH2:24][O:22][C:17]2=[CH:18][CH:19]=1)=[O:7])([CH3:4])([CH3:2])[CH3:3]. The catalyst class is: 3.